This data is from Forward reaction prediction with 1.9M reactions from USPTO patents (1976-2016). The task is: Predict the product of the given reaction. (1) Given the reactants [CH3:1][N:2]1[CH:10]=[C:9]2[C:4]([CH:5]=[CH:6][CH:7]=[C:8]2[C@@H:11]2[CH2:13][C@H:12]2[CH2:14][NH2:15])=[N:3]1.C(N(CC)CC)C.[C:23](O[C:23]([O:25][C:26]([CH3:29])([CH3:28])[CH3:27])=[O:24])([O:25][C:26]([CH3:29])([CH3:28])[CH3:27])=[O:24], predict the reaction product. The product is: [C:26]([O:25][C:23](=[O:24])[NH:15][CH2:14][C@@H:12]1[CH2:13][C@H:11]1[C:8]1[C:9]2[C:4]([CH:5]=[CH:6][CH:7]=1)=[N:3][N:2]([CH3:1])[CH:10]=2)([CH3:29])([CH3:28])[CH3:27]. (2) The product is: [ClH:36].[NH2:7][CH:8]1[C:14](=[O:15])[N:13]([CH2:16][CH2:17][O:18][CH2:19][C:20]2[CH:25]=[CH:24][CH:23]=[CH:22][CH:21]=2)[C:12]2[CH:26]=[CH:27][CH:28]=[CH:29][C:11]=2[N:10]([CH2:30][C:31]([F:34])([F:33])[F:32])[CH2:9]1. Given the reactants C(OC(=O)[NH:7][CH:8]1[C:14](=[O:15])[N:13]([CH2:16][CH2:17][O:18][CH2:19][C:20]2[CH:25]=[CH:24][CH:23]=[CH:22][CH:21]=2)[C:12]2[CH:26]=[CH:27][CH:28]=[CH:29][C:11]=2[N:10]([CH2:30][C:31]([F:34])([F:33])[F:32])[CH2:9]1)(C)(C)C.[ClH:36], predict the reaction product. (3) Given the reactants [F:1][C:2]1[CH:56]=[CH:55][CH:54]=[C:53]([F:57])[C:3]=1[CH2:4][O:5][C:6]([C:15]1[CH:20]=[CH:19][C:18]([C@:21]2([S:43]([C:46]3[CH:51]=[CH:50][C:49]([F:52])=[CH:48][CH:47]=3)(=[O:45])=[O:44])[CH2:25][CH2:24][N:23]([C:26]([C:28]3([CH2:41][OH:42])[CH2:33][CH2:32][N:31](C(OC(C)(C)C)=O)[CH2:30][CH2:29]3)=[O:27])[CH2:22]2)=[CH:17][CH:16]=1)([C:11]([F:14])([F:13])[F:12])[C:7]([F:10])([F:9])[F:8].[ClH:58], predict the reaction product. The product is: [ClH:58].[F:57][C:53]1[CH:54]=[CH:55][CH:56]=[C:2]([F:1])[C:3]=1[CH2:4][O:5][C:6]([C:15]1[CH:20]=[CH:19][C:18]([C@:21]2([S:43]([C:46]3[CH:47]=[CH:48][C:49]([F:52])=[CH:50][CH:51]=3)(=[O:45])=[O:44])[CH2:25][CH2:24][N:23]([C:26]([C:28]3([CH2:41][OH:42])[CH2:29][CH2:30][NH:31][CH2:32][CH2:33]3)=[O:27])[CH2:22]2)=[CH:17][CH:16]=1)([C:7]([F:9])([F:8])[F:10])[C:11]([F:14])([F:13])[F:12]. (4) Given the reactants [H-].[Na+].[Cl:3][C:4]1[C:5](F)=[C:6]([CH:14]=[CH:15][C:16]=1[F:17])[C:7]([N:9]([CH2:11][CH2:12][OH:13])[CH3:10])=[O:8].O, predict the reaction product. The product is: [Cl:3][C:4]1[C:5]2[O:13][CH2:12][CH2:11][N:9]([CH3:10])[C:7](=[O:8])[C:6]=2[CH:14]=[CH:15][C:16]=1[F:17]. (5) Given the reactants [NH2:1][C:2]1[CH:7]=[C:6]([CH2:8][NH2:9])[CH:5]=[C:4]([Br:10])[C:3]=1[OH:11].C(N(CC)CC)C.[C:19]([O:23][C:24](O[C:24]([O:23][C:19]([CH3:22])([CH3:21])[CH3:20])=[O:25])=[O:25])([CH3:22])([CH3:21])[CH3:20], predict the reaction product. The product is: [C:19]([O:23][C:24](=[O:25])[NH:9][CH2:8][C:6]1[CH:5]=[C:4]([Br:10])[C:3]([OH:11])=[C:2]([NH2:1])[CH:7]=1)([CH3:22])([CH3:21])[CH3:20]. (6) Given the reactants [CH3:1][C:2]1[C:6]2[CH:7]=[C:8]([N+:11]([O-])=O)[CH:9]=[CH:10][C:5]=2[S:4][N:3]=1, predict the reaction product. The product is: [NH2:11][C:8]1[CH:9]=[CH:10][C:5]2[S:4][N:3]=[C:2]([CH3:1])[C:6]=2[CH:7]=1.